From a dataset of Full USPTO retrosynthesis dataset with 1.9M reactions from patents (1976-2016). Predict the reactants needed to synthesize the given product. Given the product [CH3:1][C:2]1([CH3:31])[CH2:10][C:9]2[N:8]([C:11]3[CH:18]=[CH:17][C:14]([C:15]([NH2:16])=[O:32])=[C:13]([NH:19][CH:20]4[CH2:25][CH2:24][O:23][CH2:22][CH2:21]4)[CH:12]=3)[N:7]=[C:6]([C:26]([F:28])([F:29])[F:27])[C:5]=2[C:4](=[O:30])[CH2:3]1, predict the reactants needed to synthesize it. The reactants are: [CH3:1][C:2]1([CH3:31])[CH2:10][C:9]2[N:8]([C:11]3[CH:18]=[CH:17][C:14]([C:15]#[N:16])=[C:13]([NH:19][CH:20]4[CH2:25][CH2:24][O:23][CH2:22][CH2:21]4)[CH:12]=3)[N:7]=[C:6]([C:26]([F:29])([F:28])[F:27])[C:5]=2[C:4](=[O:30])[CH2:3]1.[OH-:32].[Na+].OO.